From a dataset of Full USPTO retrosynthesis dataset with 1.9M reactions from patents (1976-2016). Predict the reactants needed to synthesize the given product. (1) The reactants are: [C:1]([O-])(O)=O.[Na+].Br[C:7]1[C:14]([F:15])=[CH:13][CH:12]=[CH:11][C:8]=1[C:9]#[N:10].[NH:16]1[C:20](B(O)O)=[CH:19][CH:18]=N1. Given the product [F:15][C:14]1[C:7]([C:20]2[NH:16][CH:1]=[CH:18][CH:19]=2)=[C:8]([CH:11]=[CH:12][CH:13]=1)[C:9]#[N:10], predict the reactants needed to synthesize it. (2) Given the product [Br:14][CH2:2][C:3](=[O:13])[CH2:4][C:5]1[CH:10]=[CH:9][CH:8]=[C:7]([F:11])[C:6]=1[CH3:12], predict the reactants needed to synthesize it. The reactants are: Cl[CH2:2][C:3](=[O:13])[CH2:4][C:5]1[CH:10]=[CH:9][CH:8]=[C:7]([F:11])[C:6]=1[CH3:12].[Br-:14].[Li+]. (3) Given the product [Cl:1][C:2]1[CH:3]=[C:4]([CH2:8][CH2:9][C:10]2[C:11]([C:16]#[N:18])=[N:12][CH:13]=[CH:14][CH:15]=2)[CH:5]=[CH:6][CH:7]=1, predict the reactants needed to synthesize it. The reactants are: [Cl:1][C:2]1[CH:3]=[C:4]([CH2:8][CH2:9][C:10]2[C:11]([C:16]([NH:18]C(C)(C)C)=O)=[N:12][CH:13]=[CH:14][CH:15]=2)[CH:5]=[CH:6][CH:7]=1.P(Cl)(Cl)(Cl)=O. (4) Given the product [F:1][CH:2]([F:10])[C:3]1[S:4][CH:5]=[C:6]([CH2:8][O:9][C:12]2[CH:17]=[CH:16][N:15]([C:18]3[CH:19]=[CH:20][C:21]4[N:25]=[C:24]([CH2:26][CH3:27])[N:23]([CH3:28])[C:22]=4[CH:29]=3)[C:14](=[O:30])[CH:13]=2)[N:7]=1, predict the reactants needed to synthesize it. The reactants are: [F:1][CH:2]([F:10])[C:3]1[S:4][CH:5]=[C:6]([CH2:8][OH:9])[N:7]=1.Br[C:12]1[CH:17]=[CH:16][N:15]([C:18]2[CH:19]=[CH:20][C:21]3[N:25]=[C:24]([CH2:26][CH3:27])[N:23]([CH3:28])[C:22]=3[CH:29]=2)[C:14](=[O:30])[CH:13]=1.CC(C)([O-])C.[K+]. (5) Given the product [CH3:33][O:32][CH2:31][C@H:30]([CH3:34])[O:29][C:14]1[CH:13]=[C:12]([C:9]2[NH:8][C:7]([C:5]3[O:6][C@H:2]([CH2:35][O:36][Si:37]([CH:44]([CH3:45])[CH3:46])([CH:38]([CH3:39])[CH3:40])[CH:41]([CH3:42])[CH3:43])[CH2:3][N:4]=3)=[CH:11][CH:10]=2)[CH:17]=[C:16]([O:18][C:19]2[CH:20]=[CH:21][C:22]([S:25]([CH3:28])(=[O:27])=[O:26])=[CH:23][CH:24]=2)[CH:15]=1, predict the reactants needed to synthesize it. The reactants are: O[C@H:2]([CH2:35][O:36][Si:37]([CH:44]([CH3:46])[CH3:45])([CH:41]([CH3:43])[CH3:42])[CH:38]([CH3:40])[CH3:39])[CH2:3][NH:4][C:5]([C:7]1[NH:8][C:9]([C:12]2[CH:17]=[C:16]([O:18][C:19]3[CH:24]=[CH:23][C:22]([S:25]([CH3:28])(=[O:27])=[O:26])=[CH:21][CH:20]=3)[CH:15]=[C:14]([O:29][C@@H:30]([CH3:34])[CH2:31][O:32][CH3:33])[CH:13]=2)=[CH:10][CH:11]=1)=[O:6].CS(O)(=O)=O.C(N(CC)CC)C.C(=O)([O-])O.[Na+].